Dataset: Forward reaction prediction with 1.9M reactions from USPTO patents (1976-2016). Task: Predict the product of the given reaction. Given the reactants CC(C)CCN1C2C=CC(C#N)=CC=2N=C1CN1C2C=CC=CC=2NC1=O.[OH:28][NH:29][C:30]([C:32]1[CH:59]=[CH:58][C:35]2[N:36]([CH2:53][CH2:54][CH:55]([CH3:57])[CH3:56])[C:37]([CH2:39][N:40]3[C:44]4[CH:45]=[CH:46][CH:47]=[CH:48][C:43]=4[N:42](C(C)=C)[C:41]3=[O:52])=[N:38][C:34]=2[CH:33]=1)=[NH:31], predict the reaction product. The product is: [OH:28][NH:29][C:30]([C:32]1[CH:59]=[CH:58][C:35]2[N:36]([CH2:53][CH2:54][CH:55]([CH3:56])[CH3:57])[C:37]([CH2:39][N:40]3[C:44]4[CH:45]=[CH:46][CH:47]=[CH:48][C:43]=4[NH:42][C:41]3=[O:52])=[N:38][C:34]=2[CH:33]=1)=[NH:31].